This data is from NCI-60 drug combinations with 297,098 pairs across 59 cell lines. The task is: Regression. Given two drug SMILES strings and cell line genomic features, predict the synergy score measuring deviation from expected non-interaction effect. (1) Cell line: SK-OV-3. Synergy scores: CSS=46.5, Synergy_ZIP=-0.840, Synergy_Bliss=-0.953, Synergy_Loewe=-5.22, Synergy_HSA=0.644. Drug 2: CC1CC(C(C(C=C(C(C(C=CC=C(C(=O)NC2=CC(=O)C(=C(C1)C2=O)OC)C)OC)OC(=O)N)C)C)O)OC. Drug 1: C1CC(C1)(C(=O)O)C(=O)O.[NH2-].[NH2-].[Pt+2]. (2) Drug 1: CS(=O)(=O)C1=CC(=C(C=C1)C(=O)NC2=CC(=C(C=C2)Cl)C3=CC=CC=N3)Cl. Drug 2: CC1=C2C(C(=O)C3(C(CC4C(C3C(C(C2(C)C)(CC1OC(=O)C(C(C5=CC=CC=C5)NC(=O)C6=CC=CC=C6)O)O)OC(=O)C7=CC=CC=C7)(CO4)OC(=O)C)O)C)OC(=O)C. Cell line: U251. Synergy scores: CSS=47.2, Synergy_ZIP=7.47, Synergy_Bliss=8.12, Synergy_Loewe=-11.6, Synergy_HSA=9.00. (3) Drug 1: C1CN1C2=NC(=NC(=N2)N3CC3)N4CC4. Drug 2: CC1=C(N=C(N=C1N)C(CC(=O)N)NCC(C(=O)N)N)C(=O)NC(C(C2=CN=CN2)OC3C(C(C(C(O3)CO)O)O)OC4C(C(C(C(O4)CO)O)OC(=O)N)O)C(=O)NC(C)C(C(C)C(=O)NC(C(C)O)C(=O)NCCC5=NC(=CS5)C6=NC(=CS6)C(=O)NCCC[S+](C)C)O. Cell line: OVCAR-8. Synergy scores: CSS=43.5, Synergy_ZIP=-1.53, Synergy_Bliss=-1.79, Synergy_Loewe=3.59, Synergy_HSA=5.36. (4) Drug 1: CC1=C(C(=O)C2=C(C1=O)N3CC4C(C3(C2COC(=O)N)OC)N4)N. Drug 2: CCC1=C2N=C(C=C(N2N=C1)NCC3=C[N+](=CC=C3)[O-])N4CCCCC4CCO. Cell line: T-47D. Synergy scores: CSS=40.2, Synergy_ZIP=-1.48, Synergy_Bliss=-2.52, Synergy_Loewe=-2.47, Synergy_HSA=1.16. (5) Drug 1: CC(CN1CC(=O)NC(=O)C1)N2CC(=O)NC(=O)C2. Drug 2: CN(C(=O)NC(C=O)C(C(C(CO)O)O)O)N=O. Cell line: TK-10. Synergy scores: CSS=2.08, Synergy_ZIP=-4.26, Synergy_Bliss=-6.05, Synergy_Loewe=-6.83, Synergy_HSA=-4.78. (6) Drug 1: C1CCC(C(C1)N)N.C(=O)(C(=O)[O-])[O-].[Pt+4]. Drug 2: C1C(C(OC1N2C=NC(=NC2=O)N)CO)O. Cell line: NCIH23. Synergy scores: CSS=13.5, Synergy_ZIP=-3.91, Synergy_Bliss=-4.14, Synergy_Loewe=-5.02, Synergy_HSA=-3.09. (7) Drug 1: C1=NC2=C(N1)C(=S)N=C(N2)N. Drug 2: CC1C(C(CC(O1)OC2CC(OC(C2O)C)OC3=CC4=CC5=C(C(=O)C(C(C5)C(C(=O)C(C(C)O)O)OC)OC6CC(C(C(O6)C)O)OC7CC(C(C(O7)C)O)OC8CC(C(C(O8)C)O)(C)O)C(=C4C(=C3C)O)O)O)O. Cell line: SNB-19. Synergy scores: CSS=-4.83, Synergy_ZIP=-1.99, Synergy_Bliss=-5.61, Synergy_Loewe=-7.55, Synergy_HSA=-6.36.